From a dataset of Forward reaction prediction with 1.9M reactions from USPTO patents (1976-2016). Predict the product of the given reaction. The product is: [Cl:4][C:5]1[N:6]=[CH:7][C:8]([NH2:15])=[CH:9][C:10]=1[C:11]([F:14])([F:12])[F:13]. Given the reactants [Cl-].[NH4+].O.[Cl:4][C:5]1[C:10]([C:11]([F:14])([F:13])[F:12])=[CH:9][C:8]([N+:15]([O-])=O)=[CH:7][N:6]=1, predict the reaction product.